This data is from hERG potassium channel inhibition data for cardiac toxicity prediction from Karim et al.. The task is: Regression/Classification. Given a drug SMILES string, predict its toxicity properties. Task type varies by dataset: regression for continuous values (e.g., LD50, hERG inhibition percentage) or binary classification for toxic/non-toxic outcomes (e.g., AMES mutagenicity, cardiotoxicity, hepatotoxicity). Dataset: herg_karim. The molecule is O=[N+]([O-])c1ccc(CCN2CCN(CCc3ccc(F)cc3)CC2)cc1. The result is 1 (blocker).